Regression. Given two drug SMILES strings and cell line genomic features, predict the synergy score measuring deviation from expected non-interaction effect. From a dataset of NCI-60 drug combinations with 297,098 pairs across 59 cell lines. (1) Drug 1: CCN(CC)CCNC(=O)C1=C(NC(=C1C)C=C2C3=C(C=CC(=C3)F)NC2=O)C. Drug 2: CC12CCC3C(C1CCC2O)C(CC4=C3C=CC(=C4)O)CCCCCCCCCS(=O)CCCC(C(F)(F)F)(F)F. Synergy scores: CSS=0.0200, Synergy_ZIP=-0.248, Synergy_Bliss=-0.306, Synergy_Loewe=-0.847, Synergy_HSA=-0.694. Cell line: NCI-H522. (2) Drug 1: CC(C)CN1C=NC2=C1C3=CC=CC=C3N=C2N. Drug 2: CC1C(C(CC(O1)OC2CC(CC3=C2C(=C4C(=C3O)C(=O)C5=C(C4=O)C(=CC=C5)OC)O)(C(=O)CO)O)N)O.Cl. Cell line: LOX IMVI. Synergy scores: CSS=49.0, Synergy_ZIP=0.792, Synergy_Bliss=-2.17, Synergy_Loewe=-15.8, Synergy_HSA=-0.238. (3) Synergy scores: CSS=25.1, Synergy_ZIP=5.53, Synergy_Bliss=8.14, Synergy_Loewe=-18.5, Synergy_HSA=1.79. Drug 2: CN(CC1=CN=C2C(=N1)C(=NC(=N2)N)N)C3=CC=C(C=C3)C(=O)NC(CCC(=O)O)C(=O)O. Cell line: COLO 205. Drug 1: CN1CCC(CC1)COC2=C(C=C3C(=C2)N=CN=C3NC4=C(C=C(C=C4)Br)F)OC. (4) Drug 1: C1=NC(=NC(=O)N1C2C(C(C(O2)CO)O)O)N. Drug 2: CCC1(C2=C(COC1=O)C(=O)N3CC4=CC5=C(C=CC(=C5CN(C)C)O)N=C4C3=C2)O.Cl. Cell line: HCT116. Synergy scores: CSS=62.7, Synergy_ZIP=-1.87, Synergy_Bliss=-1.13, Synergy_Loewe=0.446, Synergy_HSA=2.81.